Dataset: Peptide-MHC class II binding affinity with 134,281 pairs from IEDB. Task: Regression. Given a peptide amino acid sequence and an MHC pseudo amino acid sequence, predict their binding affinity value. This is MHC class II binding data. (1) The peptide sequence is ISFCNANPGLMKDVA. The MHC is DRB1_1302 with pseudo-sequence DRB1_1302. The binding affinity (normalized) is 0.670. (2) The peptide sequence is YDLFLANVSTVLTGK. The MHC is DRB1_0405 with pseudo-sequence DRB1_0405. The binding affinity (normalized) is 0.696. (3) The peptide sequence is IEFGTNISKEHDGEC. The MHC is HLA-DQA10101-DQB10501 with pseudo-sequence HLA-DQA10101-DQB10501. The binding affinity (normalized) is 0.154. (4) The peptide sequence is YDKFLAVVSTVLTGK. The MHC is DRB1_1302 with pseudo-sequence DRB1_1302. The binding affinity (normalized) is 0.534.